This data is from NCI-60 drug combinations with 297,098 pairs across 59 cell lines. The task is: Regression. Given two drug SMILES strings and cell line genomic features, predict the synergy score measuring deviation from expected non-interaction effect. (1) Drug 1: CN1C(=O)N2C=NC(=C2N=N1)C(=O)N. Drug 2: C1=CC(=C(C=C1I)F)NC2=C(C=CC(=C2F)F)C(=O)NOCC(CO)O. Cell line: SW-620. Synergy scores: CSS=65.3, Synergy_ZIP=-6.05, Synergy_Bliss=-6.40, Synergy_Loewe=-4.06, Synergy_HSA=5.23. (2) Drug 1: CS(=O)(=O)CCNCC1=CC=C(O1)C2=CC3=C(C=C2)N=CN=C3NC4=CC(=C(C=C4)OCC5=CC(=CC=C5)F)Cl. Drug 2: CN1C2=C(C=C(C=C2)N(CCCl)CCCl)N=C1CCCC(=O)O.Cl. Cell line: NCI-H322M. Synergy scores: CSS=16.7, Synergy_ZIP=-5.96, Synergy_Bliss=2.33, Synergy_Loewe=-5.89, Synergy_HSA=-0.723.